From a dataset of Orexin1 receptor HTS with 218,158 compounds and 233 confirmed actives. Binary Classification. Given a drug SMILES string, predict its activity (active/inactive) in a high-throughput screening assay against a specified biological target. (1) The drug is O(c1cc(ccc1)C)CC(=O)NCC(=O)N\N=C\c1ccc(N(C)C)cc1. The result is 0 (inactive). (2) The molecule is O(C(=O)C(NC(=O)c1nc[nH]c1C(=O)N(CC)CC)C)Cc1ccccc1. The result is 0 (inactive). (3) The drug is O1C23OC(=N)C(C(C2CCCC3)(C#N)C#N)(C1c1ccc(OCCCCCCCC)cc1)C#N. The result is 0 (inactive). (4) The molecule is O=C(N(C1CCCCC1)Cc1cc2c([nH]c1=O)ccc(OC)c2)C. The result is 0 (inactive). (5) The result is 0 (inactive). The compound is Clc1ccc(OCc2oc(SCC(=O)N3c4c(CCc5c3cccc5)cccc4)nn2)cc1. (6) The compound is O=C(N\N=C\c1ccc([N+]([O-])=O)cc1)c1[nH]nc(c2n(ccc2)C)c1. The result is 0 (inactive). (7) The drug is S(=O)(=O)(N1CCOCC1)c1ccc(cc1)/C=C\C(OCC(=O)Nc1c(cccc1C)C)=O. The result is 0 (inactive). (8) The molecule is S(=O)(=O)(/N=C(/NC(=S)OC(C)C)c1ccccc1)c1ccccc1. The result is 0 (inactive). (9) The compound is n1(CCC)c2c(nc1/C=C\c1ccccc1)cccc2. The result is 0 (inactive). (10) The molecule is O=C(NCc1c(OC)ccc(OC)c1)Cc1c2c([nH]c1C(O)=O)cccc2. The result is 0 (inactive).